Task: Predict the product of the given reaction.. Dataset: Forward reaction prediction with 1.9M reactions from USPTO patents (1976-2016) (1) Given the reactants Cl[CH2:2][C:3]([NH:5][C:6]1[CH:11]=[C:10]([CH3:12])[CH:9]=[C:8]([CH3:13])[C:7]=1[OH:14])=[O:4].C(=O)([O-])[O-].[K+].[K+].Cl.O, predict the reaction product. The product is: [CH3:12][C:10]1[CH:9]=[C:8]([CH3:13])[C:7]2[O:14][CH2:2][C:3](=[O:4])[NH:5][C:6]=2[CH:11]=1. (2) Given the reactants [CH3:1][N:2]1[C:6]2=[CH:7][CH:8]=[C:9]3[C:18]([N:17]=[C:16]4[C:11]([CH:12]=[CH:13][CH:14]=[C:15]4[C:19](O)=[O:20])=[N:10]3)=[C:5]2[CH:4]=[N:3]1.[CH3:22][N:23]([CH3:27])[CH2:24][CH2:25][NH2:26], predict the reaction product. The product is: [CH3:22][N:23]([CH3:27])[CH2:24][CH2:25][NH:26][C:19]([C:15]1[C:16]2[C:11](=[N:10][C:9]3[C:18]([N:17]=2)=[C:5]2[CH:4]=[N:3][N:2]([CH3:1])[C:6]2=[CH:7][CH:8]=3)[CH:12]=[CH:13][CH:14]=1)=[O:20]. (3) Given the reactants [NH2:1][C@:2]1([CH:16]=[CH2:17])[CH2:7][CH2:6][N:5]([C:8]([O:10][C:11]([CH3:14])([CH3:13])[CH3:12])=[O:9])[C@@H:4]([CH3:15])[CH2:3]1.Cl[CH2:19][CH2:20][S:21](Cl)(=[O:23])=[O:22], predict the reaction product. The product is: [CH3:15][C@H:4]1[CH2:3][C@:2]([CH:16]=[CH2:17])([NH:1][S:21]([CH:20]=[CH2:19])(=[O:23])=[O:22])[CH2:7][CH2:6][N:5]1[C:8]([O:10][C:11]([CH3:12])([CH3:14])[CH3:13])=[O:9]. (4) Given the reactants [Cl:1][C:2]1[N:7]=[CH:6][C:5]2[C:8]([NH:14][CH:15]3[CH2:19][N:18](CC4C=CC(OC)=CC=4)[C:17](=[O:29])[CH2:16]3)=[N:9][N:10]([CH:11]([CH3:13])[CH3:12])[C:4]=2[CH:3]=1.C(=O)([O-])[O-].[Na+].[Na+], predict the reaction product. The product is: [Cl:1][C:2]1[N:7]=[CH:6][C:5]2[C:8]([NH:14][CH:15]3[CH2:19][NH:18][C:17](=[O:29])[CH2:16]3)=[N:9][N:10]([CH:11]([CH3:13])[CH3:12])[C:4]=2[CH:3]=1.